Dataset: Reaction yield outcomes from USPTO patents with 853,638 reactions. Task: Predict the reaction yield, written as a fraction of the theoretical maximum amount of product (1.0 means a 100% yield; for example, 0.34 means a 34% yield). (1) The reactants are C1(P(C2C=CC=CC=2)C2C=CC=CC=2)C=CC=CC=1.BrN1C(=O)CCC1=O.[CH:28]1([CH2:33][C@H:34]([C:38]2[CH:43]=[CH:42][C:41]([S:44]([CH3:47])(=[O:46])=[O:45])=[CH:40][CH:39]=2)[C:35]([OH:37])=O)[CH2:32][CH2:31][CH2:30][CH2:29]1.Cl.[NH2:49][C:50]1[S:51][C:52]([Cl:55])=[CH:53][N:54]=1.N1C=CC=CC=1.Cl. The catalyst is C(Cl)Cl.O.C(OCC)(=O)C. The product is [Cl:55][C:52]1[S:51][C:50]([NH:49][C:35](=[O:37])[C@@H:34]([C:38]2[CH:43]=[CH:42][C:41]([S:44]([CH3:47])(=[O:46])=[O:45])=[CH:40][CH:39]=2)[CH2:33][CH:28]2[CH2:29][CH2:30][CH2:31][CH2:32]2)=[N:54][CH:53]=1. The yield is 0.400. (2) The reactants are [CH2:1]([O:8][C:9]1[CH:10]=[C:11]([NH:16][C:17]([NH2:19])=[S:18])[CH:12]=[C:13]([Br:15])[CH:14]=1)[C:2]1[CH:7]=[CH:6][CH:5]=[CH:4][CH:3]=1.BrBr.N. The catalyst is C(Cl)(Cl)Cl. The product is [CH2:1]([O:8][C:9]1[CH:14]=[C:13]([Br:15])[C:12]2[S:18][C:17]([NH2:19])=[N:16][C:11]=2[CH:10]=1)[C:2]1[CH:3]=[CH:4][CH:5]=[CH:6][CH:7]=1. The yield is 0.680. (3) The reactants are [Cl:1][C:2]1[C:7]([F:8])=[CH:6][CH:5]=[C:4]([Cl:9])[C:3]=1[CH:10]([O:12][C:13]1[C:14]([NH2:32])=[N:15][CH:16]=[C:17]([C:19]2[CH:20]=[N:21][N:22]([CH2:24][CH:25]3[CH2:29][O:28]C(C)(C)[O:26]3)[CH:23]=2)[CH:18]=1)[CH3:11].C(O)(C(F)(F)F)=O. The catalyst is C1COCC1.O. The product is [NH2:32][C:14]1[N:15]=[CH:16][C:17]([C:19]2[CH:20]=[N:21][N:22]([CH2:24][CH:25]([OH:26])[CH2:29][OH:28])[CH:23]=2)=[CH:18][C:13]=1[O:12][CH:10]([C:3]1[C:4]([Cl:9])=[CH:5][CH:6]=[C:7]([F:8])[C:2]=1[Cl:1])[CH3:11]. The yield is 0.742. (4) The reactants are Cl[C:2]1[CH:7]=[C:6]([F:8])[CH:5]=[CH:4][N:3]=1.[OH:9][CH2:10][C:11]1[CH:18]=[CH:17][C:14]([C:15]#[N:16])=[CH:13][CH:12]=1.[H-].[Na+]. The catalyst is CN(C)C=O. The product is [F:8][C:6]1[CH:5]=[CH:4][N:3]=[C:2]([O:9][CH2:10][C:11]2[CH:18]=[CH:17][C:14]([C:15]#[N:16])=[CH:13][CH:12]=2)[CH:7]=1. The yield is 0.820. (5) The reactants are [CH3:1][C:2]1([CH3:19])[C:6]([CH3:8])([CH3:7])[O:5][B:4]([C:9]2[CH:14]=[CH:13][C:12]([CH2:15][C:16](O)=[O:17])=[CH:11][CH:10]=2)[O:3]1.[F:20][C:21]([F:32])([F:31])[C:22]1([C:25]2[O:29][N:28]=[C:27]([NH2:30])[CH:26]=2)[CH2:24][CH2:23]1.CN(C(ON1N=NC2C=CC=NC1=2)=[N+](C)C)C.F[P-](F)(F)(F)(F)F.ON1C2N=CC=CC=2N=N1.CCN(C(C)C)C(C)C. The catalyst is C(Cl)Cl. The product is [CH3:7][C:6]1([CH3:8])[C:2]([CH3:1])([CH3:19])[O:3][B:4]([C:9]2[CH:10]=[CH:11][C:12]([CH2:15][C:16]([NH:30][C:27]3[CH:26]=[C:25]([C:22]4([C:21]([F:31])([F:20])[F:32])[CH2:24][CH2:23]4)[O:29][N:28]=3)=[O:17])=[CH:13][CH:14]=2)[O:5]1. The yield is 0.520. (6) The reactants are [CH3:1][O:2][C:3]1[CH:4]=[C:5]([C:13]2[O:21][C:20]3[C:15](=[N:16][CH:17]=[CH:18][C:19]=3[C:22]3[CH:23]=[C:24]([CH:28]=[CH:29][CH:30]=3)[C:25]([OH:27])=O)[CH:14]=2)[CH:6]=[C:7]([O:11][CH3:12])[C:8]=1[O:9][CH3:10].[C:31]([O:35][C:36]([NH:38][CH:39]1[CH2:43][CH2:42][NH:41][CH2:40]1)=[O:37])([CH3:34])([CH3:33])[CH3:32]. No catalyst specified. The product is [C:31]([O:35][C:36](=[O:37])[NH:38][CH:39]1[CH2:43][CH2:42][N:41]([C:25](=[O:27])[C:24]2[CH:28]=[CH:29][CH:30]=[C:22]([C:19]3[CH:18]=[CH:17][N:16]=[C:15]4[CH:14]=[C:13]([C:5]5[CH:4]=[C:3]([O:2][CH3:1])[C:8]([O:9][CH3:10])=[C:7]([O:11][CH3:12])[CH:6]=5)[O:21][C:20]=34)[CH:23]=2)[CH2:40]1)([CH3:34])([CH3:32])[CH3:33]. The yield is 0.700. (7) The reactants are [C:1]1([N:7]2[C:12](=O)C3SC=C(C4C=CC=CC=4)C=3N=C2)[CH:6]=[CH:5][CH:4]=[CH:3][CH:2]=1.[NH2:23][C:24]1[C:28]([C:29]2[CH:34]=[CH:33][CH:32]=[CH:31][C:30]=2[F:35])=[CH:27][S:26][C:25]=1[C:36]([O:38]C)=O.[CH:40](OCC)(OCC)OCC.NC1C=CC=C(C)C=1. The catalyst is C(O)(=O)C. The product is [F:35][C:30]1[CH:31]=[CH:32][CH:33]=[CH:34][C:29]=1[C:28]1[C:24]2[N:23]=[CH:12][N:7]([C:1]3[CH:2]=[C:3]([CH3:40])[CH:4]=[CH:5][CH:6]=3)[C:36](=[O:38])[C:25]=2[S:26][CH:27]=1. The yield is 0.650.